From a dataset of P-glycoprotein inhibition data for predicting drug efflux from Broccatelli et al.. Regression/Classification. Given a drug SMILES string, predict its absorption, distribution, metabolism, or excretion properties. Task type varies by dataset: regression for continuous measurements (e.g., permeability, clearance, half-life) or binary classification for categorical outcomes (e.g., BBB penetration, CYP inhibition). Dataset: pgp_broccatelli. (1) The drug is CNC(=O)Oc1ccccc1OC(C)C. The result is 0 (non-inhibitor). (2) The compound is COc1ccc(C(=O)OC2C[C@@H]3CC[C@H](C2)N3C)cc1OC. The result is 0 (non-inhibitor). (3) The drug is CN1[C@@H](CC(=O)c2ccccc2)CCC[C@@H]1C[C@H](O)c1ccccc1. The result is 0 (non-inhibitor).